From a dataset of Catalyst prediction with 721,799 reactions and 888 catalyst types from USPTO. Predict which catalyst facilitates the given reaction. (1) Reactant: [CH:1]1([N:4]2[CH2:9][C:8]3([CH2:14][CH2:13][N:12](C(OC(C)(C)C)=O)[CH2:11][CH2:10]3)[O:7][CH2:6][C:5]2=[O:22])[CH2:3][CH2:2]1.[ClH:23]. Product: [ClH:23].[CH:1]1([N:4]2[CH2:9][C:8]3([CH2:10][CH2:11][NH:12][CH2:13][CH2:14]3)[O:7][CH2:6][C:5]2=[O:22])[CH2:3][CH2:2]1. The catalyst class is: 714. (2) The catalyst class is: 12. Product: [F:1][C:2]1[CH:7]=[CH:6][C:5]([SH:8])=[C:4]([C:12]([F:15])([F:13])[F:14])[CH:3]=1. Reactant: [F:1][C:2]1[CH:7]=[CH:6][C:5]([S:8](Cl)(=O)=O)=[C:4]([C:12]([F:15])([F:14])[F:13])[CH:3]=1.O. (3) Reactant: [C:1]1([C:7]2[N:15]=[C:14]3[C:10]([NH:11][C:12](=[O:16])[NH:13]3)=[CH:9][N:8]=2)[CH:6]=[CH:5][CH:4]=[CH:3][CH:2]=1.N12CCN(CC1)CC2.CN(C)C=O.[N:30]1([C:35](Cl)=[O:36])[CH2:34][CH2:33][CH2:32][CH2:31]1. Product: [C:1]1([C:7]2[N:15]=[C:14]3[C:10]([N:11]([C:35]([N:30]4[CH2:34][CH2:33][CH2:32][CH2:31]4)=[O:36])[C:12](=[O:16])[NH:13]3)=[CH:9][N:8]=2)[CH:2]=[CH:3][CH:4]=[CH:5][CH:6]=1. The catalyst class is: 6. (4) Reactant: [F:1][C:2]1[N:7]=[C:6]([N:8]2[CH2:13][CH2:12][N:11]([CH2:14][CH2:15][N:16]3C(=O)C4C(=CC=CC=4)C3=O)[CH2:10][CH2:9]2)[CH:5]=[CH:4][CH:3]=1.O.NN. Product: [F:1][C:2]1[N:7]=[C:6]([N:8]2[CH2:13][CH2:12][N:11]([CH2:14][CH2:15][NH2:16])[CH2:10][CH2:9]2)[CH:5]=[CH:4][CH:3]=1. The catalyst class is: 8. (5) Reactant: Br[C:2]1[CH:7]=[CH:6][C:5]([NH:8][C:9]([N:11]2[CH2:16][CH2:15][CH:14]([N:17]3[CH2:23][CH2:22][CH2:21][CH2:20][CH2:19][CH2:18]3)[CH2:13][CH2:12]2)=[O:10])=[CH:4][CH:3]=1.[Cl:24][C:25]1[CH:30]=[CH:29][CH:28]=[CH:27][C:26]=1B(O)O. Product: [Cl:24][C:25]1[CH:30]=[CH:29][CH:28]=[CH:27][C:26]=1[C:2]1[CH:7]=[CH:6][C:5]([NH:8][C:9]([N:11]2[CH2:16][CH2:15][CH:14]([N:17]3[CH2:23][CH2:22][CH2:21][CH2:20][CH2:19][CH2:18]3)[CH2:13][CH2:12]2)=[O:10])=[CH:4][CH:3]=1. The catalyst class is: 10. (6) Reactant: [OH-].[Na+].[Cl:3][C:4]1[CH:9]=[CH:8][C:7]([C@H:10]2[C@H:15]([O:16][CH2:17][C:18]3[CH:23]=[CH:22][CH:21]=[CH:20][CH:19]=3)[C@@H:14]([O:24][CH2:25][C:26]3[CH:31]=[CH:30][CH:29]=[CH:28][CH:27]=3)[C@H:13]([O:32][CH2:33][C:34]3[CH:39]=[CH:38][CH:37]=[CH:36][CH:35]=3)[C@@H:12]([CH2:40][O:41][CH2:42][C:43]3[CH:48]=[CH:47][CH:46]=[CH:45][CH:44]=3)[O:11]2)=[CH:6][C:5]=1[CH:49]([C:54]1[N:55]=[N:56][C:57]2[CH:63]=[C:62]([CH3:64])[CH:61]=[CH:60][C:58]=2[N:59]=1)C(OC)=O.C1COCC1.CO. Product: [Cl:3][C:4]1[CH:9]=[CH:8][C:7]([C@H:10]2[C@H:15]([O:16][CH2:17][C:18]3[CH:23]=[CH:22][CH:21]=[CH:20][CH:19]=3)[C@@H:14]([O:24][CH2:25][C:26]3[CH:31]=[CH:30][CH:29]=[CH:28][CH:27]=3)[C@H:13]([O:32][CH2:33][C:34]3[CH:35]=[CH:36][CH:37]=[CH:38][CH:39]=3)[C@@H:12]([CH2:40][O:41][CH2:42][C:43]3[CH:44]=[CH:45][CH:46]=[CH:47][CH:48]=3)[O:11]2)=[CH:6][C:5]=1[CH2:49][C:54]1[N:55]=[N:56][C:57]2[CH:63]=[C:62]([CH3:64])[CH:61]=[CH:60][C:58]=2[N:59]=1. The catalyst class is: 34. (7) Reactant: [CH3:1][N:2]1[CH2:29][CH2:28][CH2:27][C@:3]1([CH3:30])[C:4]([NH:6][C@H:7]([C:11]([N:13]([C@@H:15]([C@@H:23]([CH3:26])[CH2:24][CH3:25])[C@H:16]([O:21][CH3:22])[CH2:17][C:18]([OH:20])=[O:19])[CH3:14])=[O:12])[CH:8]([CH3:10])[CH3:9])=[O:5].N1C=CC=CC=1.FC(F)(F)C(O[C:42]1[C:47]([F:48])=[C:46]([F:49])[C:45]([F:50])=[C:44]([F:51])[C:43]=1[F:52])=O. Product: [CH3:1][N:2]1[CH2:29][CH2:28][CH2:27][C@:3]1([CH3:30])[C:4]([NH:6][C@H:7]([C:11]([N:13]([C@@H:15]([C@@H:23]([CH3:26])[CH2:24][CH3:25])[C@H:16]([O:21][CH3:22])[CH2:17][C:18](=[O:20])[O:19][C:42]1[C:43]([F:52])=[C:44]([F:51])[C:45]([F:50])=[C:46]([F:49])[C:47]=1[F:48])[CH3:14])=[O:12])[CH:8]([CH3:10])[CH3:9])=[O:5]. The catalyst class is: 4.